From a dataset of Reaction yield outcomes from USPTO patents with 853,638 reactions. Predict the reaction yield, written as a fraction of the theoretical maximum amount of product (1.0 means a 100% yield; for example, 0.34 means a 34% yield). (1) The reactants are C([O:3][C:4](=O)[CH2:5][C:6]1[N:10]2[CH:11]=[C:12]([CH3:15])[CH:13]=[CH:14][C:9]2=[N:8][C:7]=1[C:16]1[CH:21]=[CH:20][C:19]([O:22][CH3:23])=[CH:18][CH:17]=1)C.C[Si]([N-][Si](C)(C)C)(C)C.[K+].[CH3:35][C:36]1[CH:41]=[C:40]([CH3:42])[N:39]2[N:43]=[CH:44][C:45](C(Cl)=O)=[C:38]2[N:37]=1.O. The catalyst is C1COCC1.CCOC(C)=O. The product is [CH3:35][C:36]1[CH:41]=[C:40]([CH3:42])[N:39]2[N:43]=[CH:44][C:45]([C:4](=[O:3])[CH2:5][C:6]3[N:10]4[CH:11]=[C:12]([CH3:15])[CH:13]=[CH:14][C:9]4=[N:8][C:7]=3[C:16]3[CH:17]=[CH:18][C:19]([O:22][CH3:23])=[CH:20][CH:21]=3)=[C:38]2[N:37]=1. The yield is 0.200. (2) The reactants are [CH2:1]([O:3]C(C1C([N+]([O-])=O)=C(NC2C=CC=CC=2OC)N=C(Cl)N=1)=O)C.C(OC([N:32]1[CH2:36][CH2:35][C@H:34]([NH:37][C:38]2[N:43]=[C:42]([C:44](OCC)=[O:45])[C:41]([N+:49]([O-])=O)=[C:40]([NH:52][C:53]3[CH:58]=[CH:57][CH:56]=[CH:55][C:54]=3[O:59][CH3:60])[N:39]=2)[CH2:33]1)=O)(C)(C)C.C([N:68]1CCC(N)C1)(OC(C)(C)C)=O.C(N(C(C)C)CC)(C)C. The catalyst is CN(C)C=O. The product is [CH3:60][O:59][C:54]1[CH:55]=[CH:56][CH:57]=[CH:58][C:53]=1[N:52]1[C:1](=[O:3])[NH:49][C:41]2[C:40]1=[N:39][C:38]([NH:37][C@H:34]1[CH2:35][CH2:36][NH:32][CH2:33]1)=[N:43][C:42]=2[C:44]([NH2:68])=[O:45]. The yield is 0.990. (3) The reactants are [Br:1][C:2]1[CH:3]=[C:4]2[C:9]3=[C:10]([NH:12][C:13](=[O:14])[N:8]3[CH2:7][CH2:6][CH2:5]2)[CH:11]=1.[Br:15]N1C(=O)CCC1=O.O. The catalyst is CN(C)C=O. The product is [Br:15][C:3]1[C:2]([Br:1])=[CH:11][C:10]2[NH:12][C:13](=[O:14])[N:8]3[C:9]=2[C:4]=1[CH2:5][CH2:6][CH2:7]3. The yield is 0.930. (4) No catalyst specified. The product is [N:12]1([CH2:17][CH2:18][CH2:19][NH:20][C:21]([C:23]2[C:27]([CH:28]([CH3:30])[CH3:29])=[C:26]([CH:31]=[C:5]3[C:4]4[C:8](=[CH:9][CH:10]=[C:2]([Br:1])[CH:3]=4)[NH:7][C:6]3=[O:11])[NH:25][C:24]=2[CH:33]([CH3:35])[CH3:34])=[O:22])[CH2:16][CH2:15][CH2:14][CH2:13]1. The reactants are [Br:1][C:2]1[CH:3]=[C:4]2[C:8](=[CH:9][CH:10]=1)[NH:7][C:6](=[O:11])[CH2:5]2.[N:12]1([CH2:17][CH2:18][CH2:19][NH:20][C:21]([C:23]2[C:27]([CH:28]([CH3:30])[CH3:29])=[C:26]([CH:31]=O)[NH:25][C:24]=2[CH:33]([CH3:35])[CH3:34])=[O:22])[CH2:16][CH2:15][CH2:14][CH2:13]1. The yield is 0.150. (5) The reactants are [C:1]([CH2:3][CH2:4][PH:5]([O:14][C@@H:15]1[C@@H:19]([CH2:20][O:21][C:22]([C:39]2[CH:44]=[CH:43][CH:42]=[CH:41][CH:40]=2)([C:31]2[CH:36]=[CH:35][C:34]([O:37][CH3:38])=[CH:33][CH:32]=2)[C:23]2[CH:28]=[CH:27][C:26]([O:29][CH3:30])=[CH:25][CH:24]=2)[O:18][C@@H:17]([N:45]2[CH:52]=[CH:51][C:49](=[O:50])[NH:48][C:46]2=O)[C@@H:16]1[O:53][CH2:54][O:55][CH2:56][CH:57]([C:62]([F:65])([F:64])[F:63])[C:58]([F:61])([F:60])[F:59])([N:7]([CH:11]([CH3:13])[CH3:12])[CH:8]([CH3:10])[CH3:9])[OH:6])#[N:2].[O:66]([CH2:73][C:74]([NH:76][C:77]1[NH:78]C(=O)C2N=CN(C=2[N:129]=1)[C@@H]1O[C@H](COC(C2C=CC=CC=2)(C2C=CC(OC)=CC=2)C2C=CC(OC)=CC=2)[C@@H](O)[C@H]1OCOCC(C(F)(F)F)C(F)(F)F)=[O:75])[C:67]1[CH:72]=[CH:71][CH:70]=[CH:69][CH:68]=1. No catalyst specified. The product is [C:1]([CH2:3][CH2:4][PH:5]([O:14][C@@H:15]1[C@@H:19]([CH2:20][O:21][C:22]([C:39]2[CH:40]=[CH:41][CH:42]=[CH:43][CH:44]=2)([C:23]2[CH:24]=[CH:25][C:26]([O:29][CH3:30])=[CH:27][CH:28]=2)[C:31]2[CH:36]=[CH:35][C:34]([O:37][CH3:38])=[CH:33][CH:32]=2)[O:18][C@@H:17]([N:45]2[C:52]3[N:129]=[C:77]([NH:76][C:74](=[O:75])[CH2:73][O:66][C:67]4[CH:68]=[CH:69][CH:70]=[CH:71][CH:72]=4)[NH:78][C:49](=[O:50])[C:51]=3[N:48]=[CH:46]2)[C@@H:16]1[O:53][CH2:54][O:55][CH2:56][CH:57]([C:62]([F:63])([F:65])[F:64])[C:58]([F:59])([F:60])[F:61])([N:7]([CH:11]([CH3:13])[CH3:12])[CH:8]([CH3:10])[CH3:9])[OH:6])#[N:2]. The yield is 0.510. (6) The reactants are [CH3:1][C:2]1([CH3:9])[CH2:7][CH2:6][C:5](=[O:8])[CH:4]=[CH:3]1. The catalyst is [Pd]. The product is [CH3:1][C:2]1([CH3:9])[CH2:7][CH2:6][C:5](=[O:8])[CH2:4][CH2:3]1. The yield is 0.640.